From a dataset of Peptide-MHC class I binding affinity with 185,985 pairs from IEDB/IMGT. Regression. Given a peptide amino acid sequence and an MHC pseudo amino acid sequence, predict their binding affinity value. This is MHC class I binding data. (1) The peptide sequence is REAYCQEFSL. The MHC is HLA-B40:01 with pseudo-sequence HLA-B40:01. The binding affinity (normalized) is 0.151. (2) The peptide sequence is GFQYSPGQR. The MHC is Patr-A0101 with pseudo-sequence Patr-A0101. The binding affinity (normalized) is 0.405. (3) The peptide sequence is IRFPKTFGY. The MHC is Patr-B1301 with pseudo-sequence Patr-B1301. The binding affinity (normalized) is 0.0278. (4) The peptide sequence is VPSGDVVRF. The MHC is HLA-A26:01 with pseudo-sequence HLA-A26:01. The binding affinity (normalized) is 0.0847.